This data is from Catalyst prediction with 721,799 reactions and 888 catalyst types from USPTO. The task is: Predict which catalyst facilitates the given reaction. (1) Reactant: [Cl:1][C:2]1[C:6]2[CH:7]=[N:8][CH:9]=[CH:10][C:5]=2[NH:4][CH:3]=1.C(N(CC)CC)C.Cl[C:19]([O:21][CH2:22][C:23]1[CH:28]=[CH:27][CH:26]=[CH:25][CH:24]=1)=[O:20]. Product: [Cl:1][C:2]1[C:6]2[CH:7]=[N:8][CH:9]=[CH:10][C:5]=2[N:4]([C:19]([O:21][CH2:22][C:23]2[CH:28]=[CH:27][CH:26]=[CH:25][CH:24]=2)=[O:20])[CH:3]=1. The catalyst class is: 4. (2) Reactant: [CH3:1][O:2][C:3]([C:5]1[NH:6][N:7]=[C:8]([O:10][CH2:11][C:12]2[C:13]([C:18]3[CH:23]=[CH:22][C:21]([F:24])=[CH:20][CH:19]=3)=[N:14][O:15][C:16]=2[CH3:17])[CH:9]=1)=[O:4].[C:25](=O)([O-])[O-].[Cs+].[Cs+].CI. Product: [CH3:1][O:2][C:3]([C:5]1[N:6]([CH3:25])[N:7]=[C:8]([O:10][CH2:11][C:12]2[C:13]([C:18]3[CH:19]=[CH:20][C:21]([F:24])=[CH:22][CH:23]=3)=[N:14][O:15][C:16]=2[CH3:17])[CH:9]=1)=[O:4]. The catalyst class is: 3. (3) Reactant: [CH2:1]([O:3][C:4]1[CH:5]=[C:6]([C:20]2[CH:25]=[CH:24][C:23]([CH2:26][C:27]([OH:29])=[O:28])=[C:22]([F:30])[CH:21]=2)[CH:7]=[N:8][C:9]=1[O:10]CC1C=CC(OC)=CC=1)[CH3:2]. Product: [CH2:1]([O:3][C:4]1[C:9](=[O:10])[NH:8][CH:7]=[C:6]([C:20]2[CH:25]=[CH:24][C:23]([CH2:26][C:27]([OH:29])=[O:28])=[C:22]([F:30])[CH:21]=2)[CH:5]=1)[CH3:2]. The catalyst class is: 19. (4) Reactant: [CH:1]1([C@H:7]2[NH:12][C:11](=[O:13])[CH2:10][NH:9][CH2:8]2)[CH2:6][CH2:5][CH2:4][CH2:3][CH2:2]1.[CH3:14][C:15]([O:18][C:19](O[C:19]([O:18][C:15]([CH3:17])([CH3:16])[CH3:14])=[O:20])=[O:20])([CH3:17])[CH3:16]. Product: [C:15]([O:18][C:19]([N:9]1[CH2:10][C:11](=[O:13])[NH:12][C@H:7]([CH:1]2[CH2:2][CH2:3][CH2:4][CH2:5][CH2:6]2)[CH2:8]1)=[O:20])([CH3:17])([CH3:16])[CH3:14]. The catalyst class is: 2. (5) Reactant: [Si]([O:8][CH2:9][CH2:10][CH2:11][N:12]1[C:21]2[C:16](=[CH:17][CH:18]=[CH:19][CH:20]=2)[CH2:15][CH:14]([CH2:22][N:23]2[CH2:28][CH2:27][C:26]3([C:36]4[C:31](=[CH:32][CH:33]=[CH:34][CH:35]=4)[CH2:30][CH2:29]3)[CH2:25][CH2:24]2)[C:13]1=[O:37])(C(C)(C)C)(C)C.[F-].C([N+](CCCC)(CCCC)CCCC)CCC. Product: [OH:8][CH2:9][CH2:10][CH2:11][N:12]1[C:21]2[C:16](=[CH:17][CH:18]=[CH:19][CH:20]=2)[CH2:15][CH:14]([CH2:22][N:23]2[CH2:28][CH2:27][C:26]3([C:36]4[C:31](=[CH:32][CH:33]=[CH:34][CH:35]=4)[CH2:30][CH2:29]3)[CH2:25][CH2:24]2)[C:13]1=[O:37]. The catalyst class is: 1. (6) Reactant: [CH3:1][O:2][C:3]([N:5]1[CH:10]=[CH:9][C:8](=[O:11])[CH2:7][CH:6]1[CH3:12])=[O:4].C[Mg]Br. Product: [CH3:1][O:2][C:3]([N:5]1[CH2:10][CH2:9][C:8](=[O:11])[CH2:7][CH:6]1[CH3:12])=[O:4]. The catalyst class is: 183.